From a dataset of Forward reaction prediction with 1.9M reactions from USPTO patents (1976-2016). Predict the product of the given reaction. (1) Given the reactants [NH:1]1[C:5]2[CH:6]=[CH:7][CH:8]=[CH:9][C:4]=2[N:3]=[C:2]1[CH:10]([NH2:20])[CH2:11][C:12]1[CH:17]=[CH:16][C:15]([O:18][CH3:19])=[CH:14][CH:13]=1.[CH:21]([C:24]1[O:28][N:27]=[C:26]([CH2:29][NH2:30])[CH:25]=1)([CH3:23])[CH3:22].[C:31](O)(C(F)(F)F)=[O:32], predict the reaction product. The product is: [NH:1]1[C:5]2[CH:6]=[CH:7][CH:8]=[CH:9][C:4]=2[N:3]=[C:2]1[CH:10]([NH:20][C:31]([NH:30][CH2:29][C:26]1[CH:25]=[C:24]([CH:21]([CH3:23])[CH3:22])[O:28][N:27]=1)=[O:32])[CH2:11][C:12]1[CH:17]=[CH:16][C:15]([O:18][CH3:19])=[CH:14][CH:13]=1. (2) Given the reactants [OH:1][CH2:2][CH2:3][O:4][C:5]1[CH:10]=[CH:9][C:8]([CH:11]2[CH2:16][CH2:15][N:14]([C:17]([O:19][C:20]([CH3:23])([CH3:22])[CH3:21])=[O:18])[CH2:13][CH:12]2[O:24][CH2:25][C:26]2[CH:35]=[C:34]([O:36]COCC[Si](C)(C)C)[C:33]3[C:28](=[CH:29][CH:30]=[CH:31][CH:32]=3)[CH:27]=2)=[CH:7][CH:6]=1.[CH2:45](Br)[C:46]1[CH:51]=[CH:50][CH:49]=[CH:48][CH:47]=1, predict the reaction product. The product is: [CH2:45]([O:1][CH2:2][CH2:3][O:4][C:5]1[CH:10]=[CH:9][C:8]([CH:11]2[CH2:16][CH2:15][N:14]([C:17]([O:19][C:20]([CH3:21])([CH3:22])[CH3:23])=[O:18])[CH2:13][CH:12]2[O:24][CH2:25][C:26]2[CH:35]=[C:34]([OH:36])[C:33]3[C:28](=[CH:29][CH:30]=[CH:31][CH:32]=3)[CH:27]=2)=[CH:7][CH:6]=1)[C:46]1[CH:51]=[CH:50][CH:49]=[CH:48][CH:47]=1. (3) Given the reactants S(Cl)(Cl)=O.[Br:5][C:6]1[CH:7]=[N:8][CH:9]=[C:10]([CH:14]=1)[C:11]([OH:13])=[O:12].[CH2:15](O)[CH3:16], predict the reaction product. The product is: [Br:5][C:6]1[CH:7]=[N:8][CH:9]=[C:10]([CH:14]=1)[C:11]([O:13][CH2:15][CH3:16])=[O:12]. (4) Given the reactants [CH3:1][O:2][C:3]1[CH:10]=[N:9][CH:8]=[CH:7][C:4]=1[C:5]#[N:6].N, predict the reaction product. The product is: [CH3:1][O:2][C:3]1[CH:10]=[N:9][CH:8]=[CH:7][C:4]=1[CH2:5][NH2:6]. (5) Given the reactants [N:1]1[C:10]2[C:5](=[CH:6][CH:7]=[CH:8][CH:9]=2)[CH:4]=[CH:3][C:2]=1[NH:11][CH2:12][CH2:13][CH2:14][NH2:15].[C:16]1([C:24]2[CH:29]=[CH:28][CH:27]=[CH:26][CH:25]=2)[CH:21]=[CH:20][C:19]([CH:22]=O)=[CH:18][CH:17]=1.[BH3-]C#N.[Na+], predict the reaction product. The product is: [C:16]1([C:24]2[CH:25]=[CH:26][CH:27]=[CH:28][CH:29]=2)[CH:17]=[CH:18][C:19]([CH2:22][NH:15][CH2:14][CH2:13][CH2:12][NH:11][C:2]2[CH:3]=[CH:4][C:5]3[C:10](=[CH:9][CH:8]=[CH:7][CH:6]=3)[N:1]=2)=[CH:20][CH:21]=1. (6) Given the reactants [NH2:1][C:2]1[N:7]=[C:6](Cl)[C:5]([C:9]#[N:10])=[C:4]([C:11]2[CH:16]=[CH:15][CH:14]=[CH:13][CH:12]=2)[N:3]=1.[CH2:17]([OH:24])[C:18]1[CH:23]=[CH:22][CH:21]=[CH:20][CH:19]=1.C1CCN2C(=NCCC2)CC1, predict the reaction product. The product is: [NH2:1][C:2]1[N:7]=[C:6]([O:24][CH2:17][C:18]2[CH:23]=[CH:22][CH:21]=[CH:20][CH:19]=2)[C:5]([C:9]#[N:10])=[C:4]([C:11]2[CH:16]=[CH:15][CH:14]=[CH:13][CH:12]=2)[N:3]=1.